This data is from Forward reaction prediction with 1.9M reactions from USPTO patents (1976-2016). The task is: Predict the product of the given reaction. (1) The product is: [CH3:1][C@@H:2]1[CH2:6][CH2:5][CH2:4][N:3]1[CH2:7][CH2:8][CH2:9][O:10][C:11]1[CH:12]=[C:13]2[C:18](=[CH:19][CH:20]=1)[N:17]([C:23]1[CH:30]=[CH:29][C:26]([C:27]#[N:28])=[CH:25][CH:24]=1)[C:16](=[O:21])[CH2:15][CH2:14]2. Given the reactants [CH3:1][C@@H:2]1[CH2:6][CH2:5][CH2:4][N:3]1[CH2:7][CH2:8][CH2:9][O:10][C:11]1[CH:12]=[C:13]2[C:18](=[CH:19][CH:20]=1)[NH:17][C:16](=[O:21])[CH2:15][CH2:14]2.I[C:23]1[CH:30]=[CH:29][C:26]([C:27]#[N:28])=[CH:25][CH:24]=1.CN[C@@H]1CCCC[C@H]1NC.C(=O)([O-])[O-].[Cs+].[Cs+], predict the reaction product. (2) Given the reactants [CH2:1]([S:8][C:9]1[CH:10]=[CH:11][C:12]([NH:22][C:23]2[CH:28]=[CH:27][C:26]([Br:29])=[CH:25][C:24]=2[O:30][CH3:31])=[C:13](/[CH:15]=[CH:16]/[C:17]([O:19]CC)=O)[CH:14]=1)[C:2]1[CH:7]=[CH:6][CH:5]=[CH:4][CH:3]=1.CO.C[O-].[Na+], predict the reaction product. The product is: [CH2:1]([S:8][C:9]1[CH:14]=[C:13]2[C:12](=[CH:11][CH:10]=1)[N:22]([C:23]1[CH:28]=[CH:27][C:26]([Br:29])=[CH:25][C:24]=1[O:30][CH3:31])[C:17](=[O:19])[CH:16]=[CH:15]2)[C:2]1[CH:3]=[CH:4][CH:5]=[CH:6][CH:7]=1. (3) The product is: [ClH:39].[N:33]1([CH2:32][CH2:31][O:30][CH2:29][CH2:28][O:27][C:23]2[CH:22]=[C:21]3[C:26]([C:17]([CH:6]4[C:5]5[C:9](=[CH:10][CH:11]=[C:3]([C:1]#[N:2])[CH:4]=5)[NH:8][C:7]4=[O:12])=[N:18][CH:19]=[N:20]3)=[CH:25][CH:24]=2)[CH2:38][CH2:37][O:36][CH2:35][CH2:34]1. Given the reactants [C:1]([C:3]1[CH:4]=[C:5]2[C:9](=[CH:10][CH:11]=1)[NH:8][C:7](=[O:12])[CH2:6]2)#[N:2].[H-].[Na+].CS[C:17]1[C:26]2[C:21](=[CH:22][C:23]([O:27][CH2:28][CH2:29][O:30][CH2:31][CH2:32][N:33]3[CH2:38][CH2:37][O:36][CH2:35][CH2:34]3)=[CH:24][CH:25]=2)[N:20]=[CH:19][N:18]=1.[ClH:39], predict the reaction product. (4) The product is: [C:40]([C@H:10]1[CH2:9][CH:8]([CH2:7][C:4]2[CH:3]=[CH:2][C:1]([C:23]3[CH:24]=[CH:25][CH:26]=[CH:27][CH:28]=3)=[CH:6][CH:5]=2)[N:51]([CH2:35][N:34]2[CH2:33][CH2:32][CH2:31][CH2:37]2)[C:11]1=[O:22])(=[O:47])[C:41]1[CH:42]=[CH:43][CH:44]=[CH:45][CH:46]=1. Given the reactants [C:1]1([C:23]2[CH:28]=[CH:27][CH:26]=[CH:25][CH:24]=2)[CH:6]=[CH:5][C:4]([CH2:7][C@H:8]2N(CC3C=CC(OC)=CC=3)[C:11](=[O:22])[CH2:10][CH2:9]2)=[CH:3][CH:2]=1.CN1[C:35](=O)[N:34]([CH3:37])[CH2:33][CH2:32][CH2:31]1.CO[C:40](=[O:47])[C:41]1[CH:46]=[CH:45][CH:44]=[CH:43][CH:42]=1.[H-].[Na+].[Cl-].[NH4+:51], predict the reaction product. (5) Given the reactants Br[CH2:2][CH2:3][CH2:4][CH2:5][CH:6]=[CH2:7].BrC=CCCCC.C([O:18][B:19](OC(C)C)[O:20]C(C)C)(C)C.OS(O)(=O)=O.[C:33]12([OH:44])[CH2:41][CH:37]([C:38]1([CH3:40])[CH3:39])[CH2:36][CH2:35][C:34]2([OH:43])[CH3:42], predict the reaction product. The product is: [CH2:2]([B:19]([OH:20])[OH:18])[CH2:3][CH2:4][CH2:5][CH:6]=[CH2:7].[C:33]12([OH:44])[CH2:41][CH:37]([C:38]1([CH3:40])[CH3:39])[CH2:36][CH2:35][C:34]2([OH:43])[CH3:42]. (6) Given the reactants [CH2:1]([NH:8][C:9]1[N:14]2[N:15]=[CH:16][C:17]([C:18](O)=[O:19])=[C:13]2[N:12]=[CH:11][C:10]=1[C:21]([N:23]1[CH2:28][CH2:27][C:26]2([C:32]3[CH:33]=[CH:34][CH:35]=[C:36]([F:37])[C:31]=3[O:30][CH2:29]2)[CH2:25][CH2:24]1)=[O:22])[C:2]1[CH:7]=[CH:6][CH:5]=[CH:4][CH:3]=1.[CH3:38][S:39]([NH2:42])(=[O:41])=[O:40], predict the reaction product. The product is: [CH2:1]([NH:8][C:9]1[N:14]2[N:15]=[CH:16][C:17]([C:18]([NH:42][S:39]([CH3:38])(=[O:41])=[O:40])=[O:19])=[C:13]2[N:12]=[CH:11][C:10]=1[C:21]([N:23]1[CH2:28][CH2:27][C:26]2([C:32]3[CH:33]=[CH:34][CH:35]=[C:36]([F:37])[C:31]=3[O:30][CH2:29]2)[CH2:25][CH2:24]1)=[O:22])[C:2]1[CH:3]=[CH:4][CH:5]=[CH:6][CH:7]=1.